From a dataset of Full USPTO retrosynthesis dataset with 1.9M reactions from patents (1976-2016). Predict the reactants needed to synthesize the given product. (1) Given the product [CH2:1]([O:19][C:20](=[O:31])[CH:21]([N:30]=[C:45]=[O:44])[CH2:22][C:23]1[CH:28]=[CH:27][C:26]([N:29]=[C:33]=[O:35])=[CH:25][CH:24]=1)[CH2:2][CH2:3][CH2:4][CH2:5][CH2:6][CH2:7][CH2:8][CH2:9][CH2:10][CH2:11][CH2:12][CH2:13][CH2:14][CH2:15][CH2:16][CH2:17][CH3:18], predict the reactants needed to synthesize it. The reactants are: [CH2:1]([O:19][C:20](=[O:31])[CH:21]([NH2:30])[CH2:22][C:23]1[CH:28]=[CH:27][C:26]([NH2:29])=[CH:25][CH:24]=1)[CH2:2][CH2:3][CH2:4][CH2:5][CH2:6][CH2:7][CH2:8][CH2:9][CH2:10][CH2:11][CH2:12][CH2:13][CH2:14][CH2:15][CH2:16][CH2:17][CH3:18].Cl[C:33](Cl)([O:35]C(=O)OC(Cl)(Cl)Cl)Cl.[O:44]1CCOC[CH2:45]1. (2) Given the product [Cl-:1].[OH:6][CH:3]([CH2:4][OH:5])[CH2:2][N+:8]([CH3:10])([CH3:9])[CH3:7], predict the reactants needed to synthesize it. The reactants are: [Cl:1][CH2:2][CH:3]([OH:6])[CH2:4][OH:5].[CH3:7][N:8]([CH3:10])[CH3:9]. (3) Given the product [C:16]([C:13]1[CH:14]=[C:15]2[C:10](=[CH:11][CH:12]=1)[N:9]([C:28]([O:30][C:31]([CH3:34])([CH3:33])[CH3:32])=[O:29])[N:8]=[C:7]2[C:4]1[CH:3]=[CH:2][N:1]=[CH:6][CH:5]=1)#[CH:17], predict the reactants needed to synthesize it. The reactants are: [N:1]1[CH:6]=[CH:5][C:4]([C:7]2[C:15]3[C:10](=[CH:11][CH:12]=[C:13]([C:16]#[C:17][Si](C(C)C)(C(C)C)C(C)C)[CH:14]=3)[N:9]([C:28]([O:30][C:31]([CH3:34])([CH3:33])[CH3:32])=[O:29])[N:8]=2)=[CH:3][CH:2]=1.CCCC[N+](CCCC)(CCCC)CCCC.[F-]. (4) Given the product [CH3:18][C:19]1[N:20]=[C:21]([C:27]2[CH:32]=[CH:31][CH:30]=[CH:29][CH:28]=2)[S:22][C:23]=1[C:24]([O:10][CH2:11][CH2:12][C:13]([CH3:17])=[C:14]([F:15])[F:16])=[O:25], predict the reactants needed to synthesize it. The reactants are: CN(C)C=O.CS([O:10][CH2:11][CH2:12][C:13]([CH3:17])=[C:14]([F:16])[F:15])(=O)=O.[CH3:18][C:19]1[N:20]=[C:21]([C:27]2[CH:32]=[CH:31][CH:30]=[CH:29][CH:28]=2)[S:22][C:23]=1[C:24](O)=[O:25].C(=O)([O-])O.[Na+]. (5) Given the product [CH3:28][N:29]1[C:33]([C:2]2[N:10]=[CH:9][C:8]3[NH:7][C:6]4[N:11]=[CH:12][C:13]([C:15]5[CH:16]=[CH:17][C:18]([CH2:21][N:22]6[CH2:27][CH2:26][CH2:25][CH2:24][CH2:23]6)=[CH:19][CH:20]=5)=[CH:14][C:5]=4[C:4]=3[CH:3]=2)=[CH:32][N:31]=[N:30]1, predict the reactants needed to synthesize it. The reactants are: I[C:2]1[N:10]=[CH:9][C:8]2[NH:7][C:6]3[N:11]=[CH:12][C:13]([C:15]4[CH:20]=[CH:19][C:18]([CH2:21][N:22]5[CH2:27][CH2:26][CH2:25][CH2:24][CH2:23]5)=[CH:17][CH:16]=4)=[CH:14][C:5]=3[C:4]=2[CH:3]=1.[CH3:28][N:29]1[C:33]([Sn](C)(C)C)=[CH:32][N:31]=[N:30]1.C(N(CC)C(C)C)(C)C.